From a dataset of Full USPTO retrosynthesis dataset with 1.9M reactions from patents (1976-2016). Predict the reactants needed to synthesize the given product. (1) The reactants are: I[C:2]1[C:10]2[C:5](=[N:6][CH:7]=[N:8][C:9]=2[NH2:11])[NH:4][N:3]=1.[F:12][C:13]1[CH:14]=[C:15](B(O)O)[CH:16]=[CH:17][C:18]=1[O:19][CH3:20].C(=O)([O-])[O-].[Na+].[Na+].ClCCl. Given the product [F:12][C:13]1[CH:14]=[C:15]([C:2]2[C:10]3[C:5](=[N:6][CH:7]=[N:8][C:9]=3[NH2:11])[NH:4][N:3]=2)[CH:16]=[CH:17][C:18]=1[O:19][CH3:20], predict the reactants needed to synthesize it. (2) Given the product [C:10]([C:14]1[CH:15]=[C:16]2[C:21](=[C:22]([F:24])[CH:23]=1)[C:20](=[O:25])[N:19]([C:26]1[C:27]([CH2:28][OH:29])=[C:33]([C:2]3[S:3][CH:4]=[C:5]([C:7]([NH2:9])=[O:8])[N:6]=3)[CH:34]=[CH:35][CH:36]=1)[N:18]=[CH:17]2)([CH3:13])([CH3:11])[CH3:12], predict the reactants needed to synthesize it. The reactants are: Br[C:2]1[S:3][CH:4]=[C:5]([C:7]([NH2:9])=[O:8])[N:6]=1.[C:10]([C:14]1[CH:15]=[C:16]2[C:21](=[C:22]([F:24])[CH:23]=1)[C:20](=[O:25])[N:19]([C:26]1[CH:36]=[CH:35][CH:34]=[C:33](B3OC(C)(C)C(C)(C)O3)[C:27]=1[CH2:28][O:29]C(=O)C)[N:18]=[CH:17]2)([CH3:13])([CH3:12])[CH3:11]. (3) Given the product [CH3:44][C:41]1([CH3:45])[O:40][C:39]2[CH:46]=[CH:47][C:36]([C@H:34]3[O:33][C:32](=[O:48])[N:31]([CH2:30][CH2:29][C:26]4[CH:27]=[CH:28][C:23]([O:22][CH2:21][CH2:20][O:19][CH2:11][C:8]5[CH:9]=[CH:10][C:5]([O:4][CH:1]([CH3:3])[CH3:2])=[CH:6][CH:7]=5)=[CH:24][CH:25]=4)[CH2:35]3)=[CH:37][C:38]=2[CH2:43][O:42]1, predict the reactants needed to synthesize it. The reactants are: [CH:1]([O:4][C:5]1[CH:10]=[CH:9][C:8]([CH2:11]O)=[CH:7][CH:6]=1)([CH3:3])[CH3:2].[H-].[Na+].CS([O:19][CH2:20][CH2:21][O:22][C:23]1[CH:28]=[CH:27][C:26]([CH2:29][CH2:30][N:31]2[CH2:35][C@@H:34]([C:36]3[CH:47]=[CH:46][C:39]4[O:40][C:41]([CH3:45])([CH3:44])[O:42][CH2:43][C:38]=4[CH:37]=3)[O:33][C:32]2=[O:48])=[CH:25][CH:24]=1)(=O)=O. (4) Given the product [S:60]1[CH2:59][CH2:58][N:57]=[C:55]1[C:38]1[NH:39][C:40]2[C:45]([C:37]=1[CH3:36])=[CH:44][CH:43]=[CH:42][C:41]=2[NH:46][S:47]([C:50]1[S:51][CH:52]=[CH:53][CH:54]=1)(=[O:49])=[O:48], predict the reactants needed to synthesize it. The reactants are: C1(P(=O)(C2C=CC=CC=2)C2C=CC=CC=2)C=CC=CC=1.FC(F)(F)S(OS(C(F)(F)F)(=O)=O)(=O)=O.[CH3:36][C:37]1[C:45]2[C:40](=[C:41]([NH:46][S:47]([C:50]3[S:51][CH:52]=[CH:53][CH:54]=3)(=[O:49])=[O:48])[CH:42]=[CH:43][CH:44]=2)[NH:39][C:38]=1[C:55]([NH:57][CH2:58][CH2:59][S:60]C(C1C=CC=CC=1)(C1C=CC=CC=1)C1C=CC=CC=1)=O. (5) Given the product [C:36]([O:27][CH2:26][C:3]1[CH:4]=[C:5]([CH2:6][N:7]2[C:11]([CH3:12])=[C:10]([C:13]3[CH:14]=[CH:15][C:16]([C:19]#[N:20])=[CH:17][CH:18]=3)[C:9]([C:21]#[N:22])=[C:8]2[CH3:23])[CH:24]=[CH:25][C:2]=1[Cl:1])(=[O:37])[CH2:35][CH2:34][C:33]([O:32][C:28]([CH3:30])([CH3:29])[CH3:31])=[O:39], predict the reactants needed to synthesize it. The reactants are: [Cl:1][C:2]1[CH:25]=[CH:24][C:5]([CH2:6][N:7]2[C:11]([CH3:12])=[C:10]([C:13]3[CH:18]=[CH:17][C:16]([C:19]#[N:20])=[CH:15][CH:14]=3)[C:9]([C:21]#[N:22])=[C:8]2[CH3:23])=[CH:4][C:3]=1[CH2:26][OH:27].[C:28]([O:32][C:33](=[O:39])[CH2:34][CH2:35][C:36](O)=[O:37])([CH3:31])([CH3:30])[CH3:29].CCN=C=NCCCN(C)C.